This data is from Reaction yield outcomes from USPTO patents with 853,638 reactions. The task is: Predict the reaction yield, written as a fraction of the theoretical maximum amount of product (1.0 means a 100% yield; for example, 0.34 means a 34% yield). (1) The product is [CH3:20][N:19]1[C:15]([C:7]2[CH:6]=[C:5]([CH:10]=[CH:9][CH:8]=2)[C:3]([O:2][CH3:1])=[O:4])=[CH:16][CH:17]=[N:18]1. The yield is 0.600. The reactants are [CH3:1][O:2][C:3]([C:5]1[CH:6]=[C:7](B(O)O)[CH:8]=[CH:9][CH:10]=1)=[O:4].Br[C:15]1[N:19]([CH3:20])[N:18]=[CH:17][CH:16]=1.C([O-])([O-])=O.[K+].[K+].O1CCOCC1. The catalyst is C1C=CC(P(C2C=CC=CC=2)[C-]2C=CC=C2)=CC=1.C1C=CC(P(C2C=CC=CC=2)[C-]2C=CC=C2)=CC=1.Cl[Pd]Cl.[Fe+2].O. (2) The reactants are [CH3:1][C:2]1([CH3:11])[CH:7]2[CH2:8][CH:3]1[CH2:4][CH:5]=[C:6]2[CH2:9][OH:10].C(N(C(C)C)CC)(C)C.[CH3:21][O:22][CH2:23]Cl.C(=O)([O-])O.[Na+]. The catalyst is ClCCl. The product is [CH3:21][O:22][CH2:23][O:10][CH2:9][C:6]1[CH:7]2[CH2:8][CH:3]([CH2:4][CH:5]=1)[C:2]2([CH3:11])[CH3:1]. The yield is 1.00. (3) The reactants are [O:1]1[CH2:5][CH:4]([OH:6])[CH:3]2[O:7][CH2:8][CH:9]([OH:10])[CH:2]12.[H-].[Na+].Br[CH2:14][CH2:15][O:16][CH2:17][C:18]1[CH:23]=[CH:22][CH:21]=[CH:20][CH:19]=1. The catalyst is CN(C=O)C. The product is [CH2:17]([O:16][CH2:15][CH2:14][O:6][CH:4]1[CH:3]2[O:7][CH2:8][CH:9]([OH:10])[CH:2]2[O:1][CH2:5]1)[C:18]1[CH:23]=[CH:22][CH:21]=[CH:20][CH:19]=1. The yield is 0.270. (4) The reactants are [CH3:1][C:2]1[C:7]([N+:8]([O-:10])=[O:9])=[CH:6][C:5]([C:11]#[C:12][Si](C)(C)C)=[CH:4][N:3]=1.C(=O)([O-])[O-].[K+].[K+]. The catalyst is CO. The product is [C:11]([C:5]1[CH:6]=[C:7]([N+:8]([O-:10])=[O:9])[C:2]([CH3:1])=[N:3][CH:4]=1)#[CH:12]. The yield is 0.920. (5) The reactants are [C:1]1([OH:7])[CH:6]=[CH:5][CH:4]=[CH:3][CH:2]=1.C(=O)([O-])[O-].[Cs+].[Cs+].[CH2:14]([O:16][C:17]([C:19]1[S:23][C:22]([C:24]2[CH:29]=[CH:28][C:27]([C:30]([F:33])([F:32])[F:31])=[CH:26][CH:25]=2)=[N:21][C:20]=1[CH2:34]Br)=[O:18])[CH3:15].[Br-]. The product is [CH2:14]([O:16][C:17]([C:19]1[S:23][C:22]([C:24]2[CH:29]=[CH:28][C:27]([C:30]([F:32])([F:33])[F:31])=[CH:26][CH:25]=2)=[N:21][C:20]=1[CH2:34][O:7][C:1]1[CH:6]=[CH:5][CH:4]=[CH:3][CH:2]=1)=[O:18])[CH3:15]. The yield is 0.860. The catalyst is C(#N)C.